This data is from Reaction yield outcomes from USPTO patents with 853,638 reactions. The task is: Predict the reaction yield, written as a fraction of the theoretical maximum amount of product (1.0 means a 100% yield; for example, 0.34 means a 34% yield). (1) The reactants are [F:1][C:2]1[C:3]([C:8]([OH:10])=O)=[N:4][CH:5]=[CH:6][CH:7]=1.S(Cl)([Cl:13])=O. The catalyst is C1(C)C=CC=CC=1. The product is [F:1][C:2]1[C:3]([C:8]([Cl:13])=[O:10])=[N:4][CH:5]=[CH:6][CH:7]=1. The yield is 0.982. (2) The reactants are [O:1]1[C:5]2[CH:6]=[CH:7][C:8]([C:10]3([C:13]([NH:15][C:16]4[CH:17]=[C:18]([C:23]5[CH:28]=[CH:27][C:26]([CH2:29][NH:30][CH3:31])=[CH:25][CH:24]=5)[C:19]([CH3:22])=[CH:20][CH:21]=4)=[O:14])[CH2:12][CH2:11]3)=[CH:9][C:4]=2[O:3][CH2:2]1.[CH3:32][S:33](Cl)(=[O:35])=[O:34].CCN(CC)CC. The catalyst is CN(C)C=O. The product is [O:1]1[C:5]2[CH:6]=[CH:7][C:8]([C:10]3([C:13]([NH:15][C:16]4[CH:17]=[C:18]([C:23]5[CH:24]=[CH:25][C:26]([CH2:29][N:30]([CH3:31])[S:33]([CH3:32])(=[O:35])=[O:34])=[CH:27][CH:28]=5)[C:19]([CH3:22])=[CH:20][CH:21]=4)=[O:14])[CH2:11][CH2:12]3)=[CH:9][C:4]=2[O:3][CH2:2]1. The yield is 0.640. (3) The reactants are C([O:8][N:9]1[C:15](=[O:16])[N:14]2[CH2:17][C@H:10]1[CH2:11][CH2:12][C@H:13]2[C:18]([NH:20][O:21][CH2:22][CH2:23][NH:24][C:25](=[O:31])[O:26][C:27]([CH3:30])([CH3:29])[CH3:28])=[O:19])C1C=CC=CC=1. The catalyst is CO.[Pd]. The product is [OH:8][N:9]1[C:15](=[O:16])[N:14]2[CH2:17][C@H:10]1[CH2:11][CH2:12][C@H:13]2[C:18]([NH:20][O:21][CH2:22][CH2:23][NH:24][C:25](=[O:31])[O:26][C:27]([CH3:29])([CH3:28])[CH3:30])=[O:19]. The yield is 1.00. (4) The reactants are [CH:1]1[CH:2]=[CH:3][C:4]([C:23]([OH:25])=[O:24])=[C:5]([C:7]2[C:17]3[CH:18]=[CH:19][C:20]([OH:22])=[CH:21][C:16]=3[O:15][C:14]3[C:8]=2[CH:9]=[CH:10][C:11]([CH:13]=3)=[O:12])[CH:6]=1.S(=O)(=O)(O)O.[C:31](=O)(O)[O-].[Na+]. The yield is 0.882. The product is [CH3:31][O:24][C:23]([C:4]1[C:5]([C:7]2[C:8]3[CH:9]=[CH:10][C:11]([OH:12])=[CH:13][C:14]=3[O:15][C:16]3[C:17]=2[CH:18]=[CH:19][C:20]([CH:21]=3)=[O:22])=[CH:6][CH:1]=[CH:2][CH:3]=1)=[O:25]. The catalyst is CO. (5) The reactants are [Br:1][C:2]1[CH:3]=[CH:4][C:5]([OH:11])=[C:6]([C:8](=[O:10])[CH3:9])[CH:7]=1.[CH3:12][CH:13]1[CH2:18][CH2:17][C:16](=O)[CH2:15][CH2:14]1.N1CCCC1. The yield is 1.00. The product is [Br:1][C:2]1[CH:7]=[C:6]2[C:5](=[CH:4][CH:3]=1)[O:11][C:16]1([CH2:17][CH2:18][CH:13]([CH3:12])[CH2:14][CH2:15]1)[CH2:9][C:8]2=[O:10]. The catalyst is CO. (6) The reactants are [CH3:1][C:2]1[C:7]([CH3:8])=[CH:6][C:5]([OH:9])=[C:4]([NH2:10])[CH:3]=1.C(=O)(O)[O-].[Na+].Br[CH2:17][C:18](Br)=[O:19].CCOC(C)=O. The catalyst is C(Cl)(Cl)Cl.CN(C=O)C. The product is [CH3:1][C:2]1[C:7]([CH3:8])=[CH:6][C:5]2[O:9][CH2:17][C:18](=[O:19])[NH:10][C:4]=2[CH:3]=1. The yield is 0.800. (7) The yield is 0.460. The reactants are [CH3:1][N:2]([CH3:20])[C:3]([C:5]1[N:14]([CH:15]2[CH2:19][CH2:18][CH2:17][CH2:16]2)[C:8]2[N:9]=[C:10](Cl)[N:11]=[CH:12][C:7]=2[CH:6]=1)=[O:4].[C:21]([O:25][C:26]([N:28]1[CH2:33][CH2:32][N:31]([C:34]2[N:35]=[N:36][C:37]([NH2:40])=[CH:38][CH:39]=2)[CH2:30][CH2:29]1)=[O:27])([CH3:24])([CH3:23])[CH3:22]. The product is [C:21]([O:25][C:26]([N:28]1[CH2:33][CH2:32][N:31]([C:34]2[N:35]=[N:36][C:37]([NH:40][C:10]3[N:11]=[CH:12][C:7]4[CH:6]=[C:5]([C:3](=[O:4])[N:2]([CH3:20])[CH3:1])[N:14]([CH:15]5[CH2:19][CH2:18][CH2:17][CH2:16]5)[C:8]=4[N:9]=3)=[CH:38][CH:39]=2)[CH2:30][CH2:29]1)=[O:27])([CH3:24])([CH3:22])[CH3:23]. No catalyst specified.